This data is from M1 muscarinic receptor agonist screen with 61,833 compounds. The task is: Binary Classification. Given a drug SMILES string, predict its activity (active/inactive) in a high-throughput screening assay against a specified biological target. The drug is S(=O)(=O)(N1CCCCC1)c1ccc(cc1)C(OCc1occc1)=O. The result is 0 (inactive).